This data is from Full USPTO retrosynthesis dataset with 1.9M reactions from patents (1976-2016). The task is: Predict the reactants needed to synthesize the given product. (1) Given the product [O:1]1[C:5]2[CH:6]=[CH:7][C:8]([C:10]3([C:13]([NH:15][C:16]4[CH:21]=[CH:20][C:19]([CH3:22])=[C:18]([C:30]5[CH:31]=[CH:32][C:27]([C:26]([N:25]([CH3:43])[CH3:24])=[O:42])=[CH:28][CH:29]=5)[CH:17]=4)=[O:14])[CH2:12][CH2:11]3)=[CH:9][C:4]=2[O:3][CH2:2]1, predict the reactants needed to synthesize it. The reactants are: [O:1]1[C:5]2[CH:6]=[CH:7][C:8]([C:10]3([C:13]([NH:15][C:16]4[CH:21]=[CH:20][C:19]([CH3:22])=[C:18](Br)[CH:17]=4)=[O:14])[CH2:12][CH2:11]3)=[CH:9][C:4]=2[O:3][CH2:2]1.[CH3:24][N:25]([CH3:43])[C:26](=[O:42])[C:27]1[CH:32]=[CH:31][C:30](B2OC(C)(C)C(C)(C)O2)=[CH:29][CH:28]=1.C([O-])([O-])=O.[K+].[K+]. (2) Given the product [N:11]1[C:6]2=[CH:5][S:4][CH:3]=[C:7]2[C:8]([OH:9])=[N:12][C:13]=1[OH:14], predict the reactants needed to synthesize it. The reactants are: Cl.C[C:3]1[S:4][CH:5]=[C:6]([NH2:11])[C:7]=1[C:8](O)=[O:9].[NH2:12][C:13](N)=[O:14].[OH-].[Na+].Cl. (3) The reactants are: C(=O)([O-])[O-].[K+].[K+].[CH:7]1([N:11]2[CH2:17][CH2:16][C:15]3[CH:18]=[C:19]([OH:22])[CH:20]=[CH:21][C:14]=3[CH2:13][CH2:12]2)[CH2:10][CH2:9][CH2:8]1.[F:23][C:24]1[CH:31]=[C:30]([F:32])[CH:29]=[CH:28][C:25]=1[CH2:26]Br.[I-].[K+]. Given the product [CH:7]1([N:11]2[CH2:17][CH2:16][C:15]3[CH:18]=[C:19]([O:22][CH2:26][C:25]4[CH:28]=[CH:29][C:30]([F:32])=[CH:31][C:24]=4[F:23])[CH:20]=[CH:21][C:14]=3[CH2:13][CH2:12]2)[CH2:10][CH2:9][CH2:8]1, predict the reactants needed to synthesize it.